Dataset: Forward reaction prediction with 1.9M reactions from USPTO patents (1976-2016). Task: Predict the product of the given reaction. (1) Given the reactants CNC.[N:4]1[CH:9]=[CH:8]C=[CH:6][CH:5]=1.[C:10]1([CH3:17])[CH:15]=[CH:14]C(Cl)=[CH:12][CH:11]=1.Cl.CCCCCC.C([O:28][CH2:29][CH3:30])(=O)C, predict the reaction product. The product is: [CH2:5]([N:4]([CH2:9][CH3:8])[C:29](=[O:28])[C:30]1[CH:12]=[CH:11][C:10]([CH3:17])=[CH:15][CH:14]=1)[CH3:6]. (2) Given the reactants C[O:2][C:3]1[CH:4]=[C:5]2[C:10](=[CH:11][CH:12]=1)[CH:9]=[C:8]([C:13]1[N:14]([CH2:24][C:25]3[CH:30]=[CH:29][C:28]([C:31]([F:34])([F:33])[F:32])=[CH:27][CH:26]=3)[C:15]([C:18]3[CH:23]=[CH:22][CH:21]=[CH:20][CH:19]=3)=[CH:16][CH:17]=1)[CH:7]=[CH:6]2.Cl.N1C=CC=CC=1, predict the reaction product. The product is: [C:18]1([C:15]2[N:14]([CH2:24][C:25]3[CH:26]=[CH:27][C:28]([C:31]([F:34])([F:33])[F:32])=[CH:29][CH:30]=3)[C:13]([C:8]3[CH:9]=[C:10]4[C:5](=[CH:6][CH:7]=3)[CH:4]=[C:3]([OH:2])[CH:12]=[CH:11]4)=[CH:17][CH:16]=2)[CH:19]=[CH:20][CH:21]=[CH:22][CH:23]=1. (3) Given the reactants [NH2:1][C:2]1[CH:30]=[CH:29][C:5]([O:6][C:7]2[CH:12]=[CH:11][N:10]=[C:9]([NH:13][C:14]([N:16]3[CH2:21][CH2:20][N:19]([CH:22]4[CH2:27][CH2:26][N:25]([CH3:28])[CH2:24][CH2:23]4)[CH2:18][CH2:17]3)=[O:15])[CH:8]=2)=[CH:4][CH:3]=1.C12(CS(O)(=O)=O)C(C)(C)C(CC1)CC2=O.[C:46]1([CH2:52][C:53]([N:55]=[C:56]=[S:57])=[O:54])[CH:51]=[CH:50][CH:49]=[CH:48][CH:47]=1, predict the reaction product. The product is: [CH3:28][N:25]1[CH2:24][CH2:23][CH:22]([N:19]2[CH2:18][CH2:17][N:16]([C:14]([NH:13][C:9]3[CH:8]=[C:7]([O:6][C:5]4[CH:4]=[CH:3][C:2]([NH:1][C:56]([NH:55][C:53](=[O:54])[CH2:52][C:46]5[CH:47]=[CH:48][CH:49]=[CH:50][CH:51]=5)=[S:57])=[CH:30][CH:29]=4)[CH:12]=[CH:11][N:10]=3)=[O:15])[CH2:21][CH2:20]2)[CH2:27][CH2:26]1. (4) Given the reactants [C:1]([O:5][C:6]([NH:8][CH2:9][CH2:10][N:11]([CH2:30][C:31]1[CH:36]=[CH:35][C:34]([Cl:37])=[CH:33][CH:32]=1)[C:12]([N:14]1[CH2:19][CH2:18][N:17](C(OCC2C=CC=CC=2)=O)[CH2:16][CH2:15]1)=[O:13])=[O:7])([CH3:4])([CH3:3])[CH3:2].[OH-].[K+].CO.O.[OH-].[K+].CO, predict the reaction product. The product is: [Cl:37][C:34]1[CH:33]=[CH:32][C:31]([CH2:30][N:11]([CH2:10][CH2:9][NH:8][C:6](=[O:7])[O:5][C:1]([CH3:2])([CH3:3])[CH3:4])[C:12]([N:14]2[CH2:15][CH2:16][NH:17][CH2:18][CH2:19]2)=[O:13])=[CH:36][CH:35]=1.